Dataset: Retrosynthesis with 50K atom-mapped reactions and 10 reaction types from USPTO. Task: Predict the reactants needed to synthesize the given product. (1) Given the product COc1ccccc1S(=O)(=O)Oc1cc(C)cc(OCCC=NNC(N)=S)c1, predict the reactants needed to synthesize it. The reactants are: COc1ccccc1S(=O)(=O)Oc1cc(C)cc(OCCC=O)c1.NNC(N)=S. (2) Given the product CC(CCO)CCOCCCCCCBr, predict the reactants needed to synthesize it. The reactants are: BrCCCCCCBr.CC(CCO)CCO. (3) Given the product CNC(=O)c1c(-c2ccccc2)noc1CC(=O)c1ccccc1, predict the reactants needed to synthesize it. The reactants are: CNC(=O)c1c(-c2ccccc2)noc1CC(O)c1ccccc1.